Dataset: Catalyst prediction with 721,799 reactions and 888 catalyst types from USPTO. Task: Predict which catalyst facilitates the given reaction. (1) Reactant: CS(C)=O.C(Cl)(=O)C(Cl)=O.[OH:11][C@H:12]1[CH2:17][CH2:16][C@H:15]([N:18]2[CH2:23][CH2:22][N:21]([CH3:24])[C:20](=[O:25])[CH2:19]2)[CH2:14][CH2:13]1.C(N(CC)CC)C. Product: [CH3:24][N:21]1[CH2:22][CH2:23][N:18]([CH:15]2[CH2:14][CH2:13][C:12](=[O:11])[CH2:17][CH2:16]2)[CH2:19][C:20]1=[O:25]. The catalyst class is: 46. (2) Reactant: [CH2:1]1[C:13]2[NH:12][C:11]3[C:6](=[CH:7][C:8]([NH2:14])=[CH:9][CH:10]=3)[C:5]=2[CH2:4][CH2:3][CH2:2]1.[O:15]1[C:19]2[CH:20]=[CH:21][C:22]([C:24]3([C:27](O)=[O:28])[CH2:26][CH2:25]3)=[CH:23][C:18]=2[O:17][CH2:16]1.C(N(C(C)C)CC)(C)C.F[P-](F)(F)(F)(F)F.C[N+](C)=C(N(C)C)O. Product: [O:15]1[C:19]2[CH:20]=[CH:21][C:22]([C:24]3([C:27]([NH:14][C:8]4[CH:7]=[C:6]5[C:11](=[CH:10][CH:9]=4)[NH:12][C:13]4[CH2:1][CH2:2][CH2:3][CH2:4][C:5]5=4)=[O:28])[CH2:25][CH2:26]3)=[CH:23][C:18]=2[O:17][CH2:16]1. The catalyst class is: 10. (3) Reactant: [N+:1]([C:4]1[CH:10]=[CH:9][CH:8]=[CH:7][C:5]=1[NH2:6])([O-:3])=[O:2].C(=O)([O-])[O-].[Cs+].[Cs+].[CH3:17][C:18]([O:21][C:22](O[C:22]([O:21][C:18]([CH3:20])([CH3:19])[CH3:17])=[O:23])=[O:23])([CH3:20])[CH3:19]. Product: [C:18]([O:21][C:22](=[O:23])[NH:6][C:5]1[CH:7]=[CH:8][CH:9]=[CH:10][C:4]=1[N+:1]([O-:3])=[O:2])([CH3:20])([CH3:19])[CH3:17]. The catalyst class is: 131.